From a dataset of NCI-60 drug combinations with 297,098 pairs across 59 cell lines. Regression. Given two drug SMILES strings and cell line genomic features, predict the synergy score measuring deviation from expected non-interaction effect. (1) Drug 1: CC12CCC3C(C1CCC2=O)CC(=C)C4=CC(=O)C=CC34C. Drug 2: CCC1(CC2CC(C3=C(CCN(C2)C1)C4=CC=CC=C4N3)(C5=C(C=C6C(=C5)C78CCN9C7C(C=CC9)(C(C(C8N6C=O)(C(=O)OC)O)OC(=O)C)CC)OC)C(=O)OC)O.OS(=O)(=O)O. Cell line: NCI-H322M. Synergy scores: CSS=47.6, Synergy_ZIP=1.74, Synergy_Bliss=4.06, Synergy_Loewe=3.59, Synergy_HSA=4.25. (2) Synergy scores: CSS=59.8, Synergy_ZIP=-1.30, Synergy_Bliss=-0.879, Synergy_Loewe=-25.8, Synergy_HSA=-0.141. Cell line: ACHN. Drug 1: CN(CC1=CN=C2C(=N1)C(=NC(=N2)N)N)C3=CC=C(C=C3)C(=O)NC(CCC(=O)O)C(=O)O. Drug 2: C(CC(=O)O)C(=O)CN.Cl. (3) Drug 1: CC1=C(C=C(C=C1)NC2=NC=CC(=N2)N(C)C3=CC4=NN(C(=C4C=C3)C)C)S(=O)(=O)N.Cl. Drug 2: CC1CCC2CC(C(=CC=CC=CC(CC(C(=O)C(C(C(=CC(C(=O)CC(OC(=O)C3CCCCN3C(=O)C(=O)C1(O2)O)C(C)CC4CCC(C(C4)OC)OCCO)C)C)O)OC)C)C)C)OC. Cell line: LOX IMVI. Synergy scores: CSS=11.8, Synergy_ZIP=-6.77, Synergy_Bliss=-5.48, Synergy_Loewe=-16.7, Synergy_HSA=-3.02. (4) Drug 1: CC(C)(C#N)C1=CC(=CC(=C1)CN2C=NC=N2)C(C)(C)C#N. Drug 2: CN(CC1=CN=C2C(=N1)C(=NC(=N2)N)N)C3=CC=C(C=C3)C(=O)NC(CCC(=O)O)C(=O)O. Cell line: NCIH23. Synergy scores: CSS=36.5, Synergy_ZIP=-0.913, Synergy_Bliss=-0.881, Synergy_Loewe=-19.5, Synergy_HSA=-1.57. (5) Drug 1: CCC1=CC2CC(C3=C(CN(C2)C1)C4=CC=CC=C4N3)(C5=C(C=C6C(=C5)C78CCN9C7C(C=CC9)(C(C(C8N6C)(C(=O)OC)O)OC(=O)C)CC)OC)C(=O)OC.C(C(C(=O)O)O)(C(=O)O)O. Drug 2: CS(=O)(=O)OCCCCOS(=O)(=O)C. Cell line: A498. Synergy scores: CSS=17.8, Synergy_ZIP=-4.03, Synergy_Bliss=0.0485, Synergy_Loewe=-8.98, Synergy_HSA=0.415. (6) Drug 1: C1C(C(OC1N2C=C(C(=O)NC2=O)F)CO)O. Drug 2: CC1CCCC2(C(O2)CC(NC(=O)CC(C(C(=O)C(C1O)C)(C)C)O)C(=CC3=CSC(=N3)C)C)C. Cell line: TK-10. Synergy scores: CSS=29.3, Synergy_ZIP=1.67, Synergy_Bliss=0.254, Synergy_Loewe=-7.64, Synergy_HSA=1.65. (7) Drug 1: CNC(=O)C1=NC=CC(=C1)OC2=CC=C(C=C2)NC(=O)NC3=CC(=C(C=C3)Cl)C(F)(F)F. Drug 2: CC(C)(C#N)C1=CC(=CC(=C1)CN2C=NC=N2)C(C)(C)C#N. Cell line: HOP-62. Synergy scores: CSS=12.8, Synergy_ZIP=-2.56, Synergy_Bliss=-2.82, Synergy_Loewe=-5.00, Synergy_HSA=-4.46. (8) Drug 1: C1CNP(=O)(OC1)N(CCCl)CCCl. Drug 2: C1C(C(OC1N2C=NC3=C2NC=NCC3O)CO)O. Cell line: DU-145. Synergy scores: CSS=-15.8, Synergy_ZIP=14.1, Synergy_Bliss=12.6, Synergy_Loewe=-11.2, Synergy_HSA=-4.84. (9) Drug 1: CC1C(C(=O)NC(C(=O)N2CCCC2C(=O)N(CC(=O)N(C(C(=O)O1)C(C)C)C)C)C(C)C)NC(=O)C3=C4C(=C(C=C3)C)OC5=C(C(=O)C(=C(C5=N4)C(=O)NC6C(OC(=O)C(N(C(=O)CN(C(=O)C7CCCN7C(=O)C(NC6=O)C(C)C)C)C)C(C)C)C)N)C. Drug 2: C1C(C(OC1N2C=NC3=C(N=C(N=C32)Cl)N)CO)O. Cell line: 786-0. Synergy scores: CSS=22.6, Synergy_ZIP=-7.16, Synergy_Bliss=-0.533, Synergy_Loewe=-3.78, Synergy_HSA=0.567. (10) Drug 2: CS(=O)(=O)OCCCCOS(=O)(=O)C. Drug 1: C(CC(=O)O)C(=O)CN.Cl. Synergy scores: CSS=5.46, Synergy_ZIP=-1.04, Synergy_Bliss=-0.251, Synergy_Loewe=-2.45, Synergy_HSA=-2.05. Cell line: TK-10.